From a dataset of Full USPTO retrosynthesis dataset with 1.9M reactions from patents (1976-2016). Predict the reactants needed to synthesize the given product. Given the product [CH3:15][N:14]([CH3:16])[N:13]1[C:5]2([CH2:6][CH2:7][N:8]([O:11][CH3:12])[CH2:9][CH2:10]2)[C:3](=[O:4])[CH:18]([C:19]2[C:24]([CH3:25])=[CH:23][C:22]([CH3:26])=[CH:21][C:20]=2[CH3:27])[C:17]1=[O:28], predict the reactants needed to synthesize it. The reactants are: CO[C:3]([C:5]1([N:13]([C:17](=[O:28])[CH2:18][C:19]2[C:24]([CH3:25])=[CH:23][C:22]([CH3:26])=[CH:21][C:20]=2[CH3:27])[N:14]([CH3:16])[CH3:15])[CH2:10][CH2:9][N:8]([O:11][CH3:12])[CH2:7][CH2:6]1)=[O:4].CC(C)([O-])C.[K+].O.Cl.